The task is: Predict the product of the given reaction.. This data is from Forward reaction prediction with 1.9M reactions from USPTO patents (1976-2016). (1) Given the reactants Br[CH2:2][C:3]1[CH:13]=[CH:12][CH:11]=[C:10]([O:14][CH3:15])[C:4]=1[C:5]([O:7]CC)=O.[F:16][C:17]1[CH:22]=[C:21]([F:23])[CH:20]=[CH:19][C:18]=1[CH2:24][NH2:25].C(=O)([O-])[O-].[K+].[K+], predict the reaction product. The product is: [F:16][C:17]1[CH:22]=[C:21]([F:23])[CH:20]=[CH:19][C:18]=1[CH2:24][N:25]1[CH2:2][C:3]2[C:4](=[C:10]([O:14][CH3:15])[CH:11]=[CH:12][CH:13]=2)[C:5]1=[O:7]. (2) Given the reactants [Cl:1][C:2]1[CH:7]=[CH:6][C:5]([C:8]2[S:35][C:11]3[C:12](=[O:34])[N:13]([C:16]4[CH:21]=[CH:20][C:19]([N:22]5[CH2:26][CH2:25][C@@H:24](OS(C)(=O)=O)[CH2:23]5)=[C:18]([O:32][CH3:33])[CH:17]=4)[CH:14]=[CH:15][C:10]=3[CH:9]=2)=[CH:4][CH:3]=1.[CH3:36][NH:37][CH3:38], predict the reaction product. The product is: [Cl:1][C:2]1[CH:3]=[CH:4][C:5]([C:8]2[S:35][C:11]3[C:12](=[O:34])[N:13]([C:16]4[CH:21]=[CH:20][C:19]([N:22]5[CH2:26][CH2:25][C@H:24]([N:37]([CH3:38])[CH3:36])[CH2:23]5)=[C:18]([O:32][CH3:33])[CH:17]=4)[CH:14]=[CH:15][C:10]=3[CH:9]=2)=[CH:6][CH:7]=1. (3) Given the reactants Br[C:2]1[CH:7]=[CH:6][C:5]([C:8]([N:10]2[CH2:15][CH2:14][N:13]([C:16]3[C:21]([CH3:22])=[CH:20][C:19]([CH3:23])=[CH:18][N:17]=3)[CH2:12][CH2:11]2)=[O:9])=[C:4]([N:24]2[CH2:28][CH2:27][CH2:26][S:25]2(=[O:30])=[O:29])[CH:3]=1.[CH3:31][CH:32]1[NH:36][C:35](=[O:37])[CH2:34][CH2:33]1, predict the reaction product. The product is: [CH3:22][C:21]1[C:16]([N:13]2[CH2:14][CH2:15][N:10]([C:8]([C:5]3[CH:6]=[CH:7][C:2]([N:36]4[CH:32]([CH3:31])[CH2:33][CH2:34][C:35]4=[O:37])=[CH:3][C:4]=3[N:24]3[CH2:28][CH2:27][CH2:26][S:25]3(=[O:30])=[O:29])=[O:9])[CH2:11][CH2:12]2)=[N:17][CH:18]=[C:19]([CH3:23])[CH:20]=1. (4) Given the reactants [F:1][C:2]1([F:33])[O:6][C:5]2[CH:7]=[CH:8][C:9]([C:11]3([C:14]([NH:16][C:17]4[N:22]=[C:21]([C:23]5[C:24]([O:30]C)=[N:25][CH:26]=[C:27]([CH3:29])[CH:28]=5)[C:20]([CH3:32])=[CH:19][CH:18]=4)=[O:15])[CH2:13][CH2:12]3)=[CH:10][C:4]=2[O:3]1.[Si](I)(C)(C)C, predict the reaction product. The product is: [F:33][C:2]1([F:1])[O:6][C:5]2[CH:7]=[CH:8][C:9]([C:11]3([C:14]([NH:16][C:17]4[N:22]=[C:21]([C:23]5[C:24]([OH:30])=[N:25][CH:26]=[C:27]([CH3:29])[CH:28]=5)[C:20]([CH3:32])=[CH:19][CH:18]=4)=[O:15])[CH2:13][CH2:12]3)=[CH:10][C:4]=2[O:3]1. (5) Given the reactants [NH2:1][C:2]1[CH:10]=[CH:9][C:8]([CH2:11][CH3:12])=[CH:7][C:3]=1[C:4]([NH2:6])=O.[Cl:13][C:14]1[CH:22]=[CH:21][CH:20]=[CH:19][C:15]=1[C:16](Cl)=O.[NH:23]1[CH2:27][CH2:26][CH2:25][CH2:24]1, predict the reaction product. The product is: [Cl:13][C:14]1[CH:22]=[CH:21][CH:20]=[CH:19][C:15]=1[C:16]1[N:6]=[C:4]([N:23]2[CH2:27][CH2:26][CH2:25][CH2:24]2)[C:3]2[C:2](=[CH:10][CH:9]=[C:8]([CH2:11][CH3:12])[CH:7]=2)[N:1]=1. (6) Given the reactants O.[NH:2]1[CH:6]=[N:5][CH:4]=[N:3]1.C(=O)([O-])[O-].[K+].[K+].[C:13]([C:15]1[CH:20]=[CH:19][C:18]([CH:21](OS(C2C(C)=CC=CC=2)(=O)=O)[C:22]2[CH:27]=[CH:26][C:25]([C:28]#[N:29])=[CH:24][CH:23]=2)=[CH:17][CH:16]=1)#[N:14], predict the reaction product. The product is: [CH:26]1[C:25]([C:28]#[N:29])=[CH:24][CH:23]=[C:22]([CH:21]([N:2]2[N:3]=[CH:4][N:5]=[CH:6]2)[C:18]2[CH:17]=[CH:16][C:15]([C:13]#[N:14])=[CH:20][CH:19]=2)[CH:27]=1.